This data is from Reaction yield outcomes from USPTO patents with 853,638 reactions. The task is: Predict the reaction yield, written as a fraction of the theoretical maximum amount of product (1.0 means a 100% yield; for example, 0.34 means a 34% yield). (1) The reactants are [CH:1]([C:4]1[CH:9]=[C:8]([O:10][CH3:11])[CH:7]=[CH:6][C:5]=1[OH:12])([CH3:3])[CH3:2].[C:13]1([CH3:23])[CH:18]=[CH:17][C:16]([S:19](Cl)(=[O:21])=[O:20])=[CH:15][CH:14]=1.O. The catalyst is C(Cl)Cl. The product is [CH:1]([C:4]1[CH:9]=[C:8]([O:10][CH3:11])[CH:7]=[CH:6][C:5]=1[O:12][S:19]([C:16]1[CH:17]=[CH:18][C:13]([CH3:23])=[CH:14][CH:15]=1)(=[O:21])=[O:20])([CH3:3])[CH3:2]. The yield is 0.740. (2) The reactants are Br[C:2]1[CH:13]=[N:12][C:5]2[NH:6][C:7](=[O:11])[CH2:8][CH2:9][CH2:10][C:4]=2[CH:3]=1.[C:14]([O:18][C:19]([CH3:22])([CH3:21])[CH3:20])(=[O:17])[CH:15]=[CH2:16].CCN(C(C)C)C(C)C.CC1C=CC=CC=1P(C1C=CC=CC=1C)C1C=CC=CC=1C.N#N. The catalyst is C(#N)CC.CC([O-])=O.CC([O-])=O.[Pd+2]. The product is [O:11]=[C:7]1[NH:6][C:5]2[N:12]=[CH:13][C:2](/[CH:16]=[CH:15]/[C:14]([O:18][C:19]([CH3:22])([CH3:21])[CH3:20])=[O:17])=[CH:3][C:4]=2[CH2:10][CH2:9][CH2:8]1. The yield is 0.580. (3) The reactants are [Cl:1][C:2]1[N:7]=[C:6]([C:8]([OH:10])=O)[CH:5]=[CH:4][N:3]=1.Cl.[CH3:12][O:13][NH:14][CH3:15].C(N(CC)CC)C.F[P-](F)(F)(F)(F)F.N1(O[P+](N2CCCC2)(N2CCCC2)N2CCCC2)C2C=CC=CC=2N=N1. The catalyst is ClCCl.CCOC(C)=O. The product is [Cl:1][C:2]1[N:7]=[C:6]([C:8]([N:14]([O:13][CH3:12])[CH3:15])=[O:10])[CH:5]=[CH:4][N:3]=1. The yield is 0.660. (4) The reactants are C[O:2][C:3](=[O:13])[CH:4]([OH:12])[CH2:5][CH:6]1[CH2:11][CH2:10][CH2:9][CH2:8][CH2:7]1.[OH-].[Li+]. The catalyst is C1COCC1.O. The product is [CH:6]1([CH2:5][CH:4]([OH:12])[C:3]([OH:13])=[O:2])[CH2:11][CH2:10][CH2:9][CH2:8][CH2:7]1. The yield is 0.720. (5) The reactants are [N:1]1[NH:2][C:3](=[O:10])[N:4]2[CH:9]=[CH:8][CH:7]=[CH:6][C:5]=12.[CH2:11](O)[CH2:12][C:13]#[CH:14]. No catalyst specified. The product is [CH2:14]([N:2]1[C:3](=[O:10])[N:4]2[CH:9]=[CH:8][CH:7]=[CH:6][C:5]2=[N:1]1)[CH2:13][C:12]#[CH:11]. The yield is 0.260. (6) The reactants are CN(C)C=O.[OH:6][C:7]1[CH:8]=[N:9][CH:10]=[CH:11][CH:12]=1.F[C:14]1[CH:21]=[CH:20][C:17]([CH:18]=[O:19])=[CH:16][CH:15]=1.C(=O)([O-])[O-].[K+].[K+]. The catalyst is O. The product is [N:9]1[CH:10]=[CH:11][CH:12]=[C:7]([O:6][C:14]2[CH:21]=[CH:20][C:17]([CH:18]=[O:19])=[CH:16][CH:15]=2)[CH:8]=1. The yield is 0.271.